Dataset: NCI-60 drug combinations with 297,098 pairs across 59 cell lines. Task: Regression. Given two drug SMILES strings and cell line genomic features, predict the synergy score measuring deviation from expected non-interaction effect. (1) Drug 1: C1CCC(C1)C(CC#N)N2C=C(C=N2)C3=C4C=CNC4=NC=N3. Drug 2: CN1C(=O)N2C=NC(=C2N=N1)C(=O)N. Cell line: MCF7. Synergy scores: CSS=-2.90, Synergy_ZIP=2.29, Synergy_Bliss=0.982, Synergy_Loewe=-6.89, Synergy_HSA=-4.79. (2) Drug 1: C(CC(=O)O)C(=O)CN.Cl. Drug 2: COCCOC1=C(C=C2C(=C1)C(=NC=N2)NC3=CC=CC(=C3)C#C)OCCOC.Cl. Cell line: HCC-2998. Synergy scores: CSS=19.1, Synergy_ZIP=-3.51, Synergy_Bliss=-1.74, Synergy_Loewe=2.69, Synergy_HSA=0.167. (3) Cell line: CAKI-1. Drug 2: C(CCl)NC(=O)N(CCCl)N=O. Drug 1: CNC(=O)C1=NC=CC(=C1)OC2=CC=C(C=C2)NC(=O)NC3=CC(=C(C=C3)Cl)C(F)(F)F. Synergy scores: CSS=3.08, Synergy_ZIP=-0.576, Synergy_Bliss=-1.08, Synergy_Loewe=-5.50, Synergy_HSA=-3.19.